Dataset: TCR-epitope binding with 47,182 pairs between 192 epitopes and 23,139 TCRs. Task: Binary Classification. Given a T-cell receptor sequence (or CDR3 region) and an epitope sequence, predict whether binding occurs between them. (1) The epitope is IVDTVSALV. The TCR CDR3 sequence is CAISDLAGPSTDTQYF. Result: 1 (the TCR binds to the epitope). (2) The epitope is QECVRGTTVL. The TCR CDR3 sequence is CASSELEGSFNEQFF. Result: 1 (the TCR binds to the epitope). (3) The epitope is KAFSPEVIPMF. The TCR CDR3 sequence is CAWTGTNYGYTF. Result: 1 (the TCR binds to the epitope). (4) The epitope is QIKVRVKMV. The TCR CDR3 sequence is CASSPPFTNLNTEAFF. Result: 0 (the TCR does not bind to the epitope). (5) The epitope is KLWAQCVQL. The TCR CDR3 sequence is CASSKDSQVTGELFF. Result: 1 (the TCR binds to the epitope). (6) The epitope is KLGGALQAK. The TCR CDR3 sequence is CASSATGVQKLFF. Result: 1 (the TCR binds to the epitope).